This data is from Full USPTO retrosynthesis dataset with 1.9M reactions from patents (1976-2016). The task is: Predict the reactants needed to synthesize the given product. (1) Given the product [CH2:27]([NH:30][C:31]1[CH:32]=[C:33]([CH:37]=[C:38]([O:40][CH3:41])[N:39]=1)[C:6]([NH:7][C@H:8]([C@@H:19]1[CH2:23][C@@H:22]([CH3:24])[C:21](=[O:25])[O:20]1)[CH2:9][C:10]1[CH:15]=[CH:14][CH:13]=[C:12]([CH2:16][CH:17]=[CH2:18])[CH:11]=1)=[O:26])[CH:28]=[CH2:29], predict the reactants needed to synthesize it. The reactants are: C(O[C:6](=[O:26])[NH:7][C@H:8]([C@@H:19]1[CH2:23][C@@H:22]([CH3:24])[C:21](=[O:25])[O:20]1)[CH2:9][C:10]1[CH:15]=[CH:14][CH:13]=[C:12]([CH2:16][CH:17]=[CH2:18])[CH:11]=1)(C)(C)C.[CH2:27]([NH:30][C:31]1[CH:32]=[C:33]([CH:37]=[C:38]([O:40][CH3:41])[N:39]=1)C(O)=O)[CH:28]=[CH2:29].C1C=CC2N(O)N=NC=2C=1.CCN=C=NCCCN(C)C.Cl.CCN(CC)CC. (2) Given the product [CH3:25][O:24][C:22]([C:4]1[N:5]([C:16]2[CH:17]=[CH:18][CH:19]=[CH:20][CH:21]=2)[C:6]2[C:11]([C:12](=[O:13])[C:3]=1[CH2:2][NH:1][C:30](=[O:31])[C:29]1[CH:33]=[CH:34][C:35]([F:36])=[C:27]([F:26])[CH:28]=1)=[CH:10][CH:9]=[C:8]([O:14][CH3:15])[CH:7]=2)=[O:23], predict the reactants needed to synthesize it. The reactants are: [NH2:1][CH2:2][C:3]1[C:12](=[O:13])[C:11]2[C:6](=[CH:7][C:8]([O:14][CH3:15])=[CH:9][CH:10]=2)[N:5]([C:16]2[CH:21]=[CH:20][CH:19]=[CH:18][CH:17]=2)[C:4]=1[C:22]([O:24][CH3:25])=[O:23].[F:26][C:27]1[CH:28]=[C:29]([CH:33]=[CH:34][C:35]=1[F:36])[C:30](Cl)=[O:31].